This data is from Peptide-MHC class II binding affinity with 134,281 pairs from IEDB. The task is: Regression. Given a peptide amino acid sequence and an MHC pseudo amino acid sequence, predict their binding affinity value. This is MHC class II binding data. The peptide sequence is NVFDEVIPTAFTVGK. The MHC is DRB1_1602 with pseudo-sequence DRB1_1602. The binding affinity (normalized) is 0.193.